Dataset: Forward reaction prediction with 1.9M reactions from USPTO patents (1976-2016). Task: Predict the product of the given reaction. (1) Given the reactants [N+:1]([C:4]1[N:9]=[CH:8][C:7]([OH:10])=[CH:6][CH:5]=1)([O-:3])=[O:2].Cl.Cl[CH2:13][CH2:14][N:15]([CH3:17])[CH3:16].C([O-])([O-])=O.[Cs+].[Cs+], predict the reaction product. The product is: [CH3:16][N:15]([CH3:17])[CH2:14][CH2:13][O:10][C:7]1[CH:8]=[N:9][C:4]([N+:1]([O-:3])=[O:2])=[CH:5][CH:6]=1. (2) The product is: [Cl:1][C:2]1[CH:7]=[CH:6][C:5]([CH2:8][C:9]2[CH:14]=[CH:13][N:12]=[CH:11][CH:10]=2)=[CH:4][C:3]=1[S:15]([NH2:20])(=[O:17])=[O:16]. Given the reactants [Cl:1][C:2]1[CH:7]=[CH:6][C:5]([CH2:8][C:9]2[CH:14]=[CH:13][N:12]=[CH:11][CH:10]=2)=[CH:4][C:3]=1[S:15](Cl)(=[O:17])=[O:16].[OH-].[NH4+:20], predict the reaction product. (3) Given the reactants [CH3:1][N:2]1[C:6]([CH2:7][CH2:8][N:9]2C(=O)C3C(=CC=CC=3)C2=O)=[N:5][C:4]([C:20]2[CH:25]=[CH:24][N:23]=[CH:22][CH:21]=2)=[N:3]1.CCO, predict the reaction product. The product is: [CH3:1][N:2]1[C:6]([CH2:7][CH2:8][NH2:9])=[N:5][C:4]([C:20]2[CH:25]=[CH:24][N:23]=[CH:22][CH:21]=2)=[N:3]1. (4) The product is: [CH:37]([N:23]([C:21]([C:17]1[C:18]([CH3:20])=[CH:19][C:5]2[O:4][C:3]([CH3:40])([CH2:2][O:1][C:45]([N:44]3[CH2:41][CH2:43][CH2:49][CH2:47]3)=[O:55])[C:8](=[O:9])[N:7]([CH2:10][CH2:11][CH2:12][CH2:13][O:14][CH3:15])[C:6]=2[CH:16]=1)=[O:22])[C@@H:24]1[CH2:29][CH2:28][CH2:27][N:26]([C:30]([O:32][C:33]([CH3:34])([CH3:36])[CH3:35])=[O:31])[CH2:25]1)([CH3:38])[CH3:39]. Given the reactants [OH:1][CH2:2][C:3]1([CH3:40])[C:8](=[O:9])[N:7]([CH2:10][CH2:11][CH2:12][CH2:13][O:14][CH3:15])[C:6]2[CH:16]=[C:17]([C:21]([N:23]([CH:37]([CH3:39])[CH3:38])[C@@H:24]3[CH2:29][CH2:28][CH2:27][N:26]([C:30]([O:32][C:33]([CH3:36])([CH3:35])[CH3:34])=[O:31])[CH2:25]3)=[O:22])[C:18]([CH3:20])=[CH:19][C:5]=2[O:4]1.[CH:41]([N:44]([CH:47]([CH3:49])C)[CH2:45]C)([CH3:43])C.N1CCCC1.[OH2:55], predict the reaction product.